From a dataset of Reaction yield outcomes from USPTO patents with 853,638 reactions. Predict the reaction yield, written as a fraction of the theoretical maximum amount of product (1.0 means a 100% yield; for example, 0.34 means a 34% yield). (1) The reactants are [Br:1][C:2]1[CH:11]=[CH:10][C:9]2[C:4](=[CH:5][CH:6]=[C:7]([O:12][CH3:13])[CH:8]=2)[CH:3]=1.[N+:14]([O-])([OH:16])=[O:15]. The catalyst is C(O)(=O)C. The product is [Br:1][C:2]1[CH:3]=[C:4]2[C:9](=[CH:10][CH:11]=1)[C:8]([N+:14]([O-:16])=[O:15])=[C:7]([O:12][CH3:13])[CH:6]=[CH:5]2. The yield is 0.760. (2) The reactants are C[Al](C)C.[CH:5]1([CH2:8][NH:9][CH2:10][CH2:11][CH3:12])[CH2:7][CH2:6]1.C(O[C:16]([C:18]1[N:22]2[CH2:23][CH2:24][N:25]([C:26]3[C:31]([CH3:32])=[CH:30][C:29]([CH3:33])=[CH:28][C:27]=3[CH3:34])[C:21]2=[N:20][C:19]=1[CH3:35])=[O:17])C.[OH-].[Na+]. The catalyst is C1C=CC=CC=1. The product is [CH:5]1([CH2:8][N:9]([CH2:10][CH2:11][CH3:12])[C:16]([C:18]2[N:22]3[CH2:23][CH2:24][N:25]([C:26]4[C:27]([CH3:34])=[CH:28][C:29]([CH3:33])=[CH:30][C:31]=4[CH3:32])[C:21]3=[N:20][C:19]=2[CH3:35])=[O:17])[CH2:7][CH2:6]1. The yield is 1.00. (3) The reactants are [CH2:1]([O:3][C:4]([N:6]1[C:10]2=[N:11][CH:12]=[C:13]([Br:15])[CH:14]=[C:9]2[CH:8]=[C:7]1[O:16]C(OCC)=O)=[O:5])[CH3:2]. The catalyst is CN(C=O)C. The product is [CH2:1]([O:3][C:4]([N:6]1[C:10]2=[N:11][CH:12]=[C:13]([Br:15])[CH:14]=[C:9]2[CH2:8][C:7]1=[O:16])=[O:5])[CH3:2]. The yield is 0.670.